Task: Predict the reaction yield, written as a fraction of the theoretical maximum amount of product (1.0 means a 100% yield; for example, 0.34 means a 34% yield).. Dataset: Reaction yield outcomes from USPTO patents with 853,638 reactions The reactants are [S:1]1[C:5]2[CH2:6][CH2:7][CH2:8][CH2:9][C:4]=2[N:3]=[C:2]1[C:10]1[C:14]([C:15](O)=[O:16])=[CH:13][N:12]([CH2:18][O:19][CH2:20][CH2:21][Si:22]([CH3:25])([CH3:24])[CH3:23])[N:11]=1.[O:26]1[CH2:31][CH2:30][CH:29]([NH2:32])[CH2:28][CH2:27]1.CN(C(ON1N=NC2C=CC=NC1=2)=[N+](C)C)C.F[P-](F)(F)(F)(F)F.CCN(C(C)C)C(C)C. The catalyst is CN(C=O)C. The product is [O:26]1[CH2:31][CH2:30][CH:29]([NH:32][C:15]([C:14]2[C:10]([C:2]3[S:1][C:5]4[CH2:6][CH2:7][CH2:8][CH2:9][C:4]=4[N:3]=3)=[N:11][N:12]([CH2:18][O:19][CH2:20][CH2:21][Si:22]([CH3:25])([CH3:24])[CH3:23])[CH:13]=2)=[O:16])[CH2:28][CH2:27]1. The yield is 0.790.